From a dataset of Reaction yield outcomes from USPTO patents with 853,638 reactions. Predict the reaction yield, written as a fraction of the theoretical maximum amount of product (1.0 means a 100% yield; for example, 0.34 means a 34% yield). (1) The reactants are C(OC(=O)[NH:7][CH2:8][CH2:9][CH:10]1[CH2:15][CH2:14][N:13]([C:16]2[C:25]3[C:20](=[N:21][CH:22]=[C:23]([O:26][CH3:27])[CH:24]=3)[N:19]=[CH:18][CH:17]=2)[CH2:12][CH2:11]1)(C)(C)C.C(O)(C(F)(F)F)=O. The catalyst is C(Cl)Cl. The product is [CH3:27][O:26][C:23]1[CH:24]=[C:25]2[C:20](=[N:21][CH:22]=1)[N:19]=[CH:18][CH:17]=[C:16]2[N:13]1[CH2:14][CH2:15][CH:10]([CH2:9][CH2:8][NH2:7])[CH2:11][CH2:12]1. The yield is 0.900. (2) The reactants are Br[C:2]1[CH:3]=[N:4][CH:5]=[C:6]([CH3:8])[CH:7]=1.[C:9]1([CH2:15][SH:16])[CH:14]=[CH:13][CH:12]=[CH:11][CH:10]=1.C(N(CC)C(C)C)(C)C. The catalyst is C1(C)C=CC=CC=1.C1C=CC(/C=C/C(/C=C/C2C=CC=CC=2)=O)=CC=1.C1C=CC(/C=C/C(/C=C/C2C=CC=CC=2)=O)=CC=1.C1C=CC(/C=C/C(/C=C/C2C=CC=CC=2)=O)=CC=1.[Pd].[Pd].C1(P(C2C=CC=CC=2)C2C3OC4C(=CC=CC=4P(C4C=CC=CC=4)C4C=CC=CC=4)C(C)(C)C=3C=CC=2)C=CC=CC=1. The product is [CH2:15]([S:16][C:2]1[CH:3]=[N:4][CH:5]=[C:6]([CH3:8])[CH:7]=1)[C:9]1[CH:14]=[CH:13][CH:12]=[CH:11][CH:10]=1. The yield is 0.950. (3) The reactants are Cl[C:2]1[C:11]2[C:6](=[C:7]([O:14][CH3:15])[C:8]([O:12][CH3:13])=[CH:9][CH:10]=2)[N:5]=[CH:4][N:3]=1.Cl.[CH2:17]([C:19]1([NH2:24])[CH2:23][CH2:22][O:21][CH2:20]1)[CH3:18].CCN(C(C)C)C(C)C.O. The catalyst is C(O)(C)C. The product is [CH2:17]([C:19]1([NH:24][C:2]2[C:11]3[C:6](=[C:7]([O:14][CH3:15])[C:8]([O:12][CH3:13])=[CH:9][CH:10]=3)[N:5]=[CH:4][N:3]=2)[CH2:23][CH2:22][O:21][CH2:20]1)[CH3:18]. The yield is 0.480. (4) The reactants are [C:1]12([NH:11][C:12]3[C:21]4[C:16](=[CH:17][CH:18]=[C:19]([N+:22]([O-:24])=[O:23])[CH:20]=4)[N:15]=[C:14](Cl)[N:13]=3)[CH2:10][CH:5]3[CH2:6][CH:7]([CH2:9][CH:3]([CH2:4]3)[CH2:2]1)[CH2:8]2.[CH2:26]([NH2:29])[CH:27]=[CH2:28]. The catalyst is O. The product is [C:1]12([NH:11][C:12]3[C:21]4[C:16](=[CH:17][CH:18]=[C:19]([N+:22]([O-:24])=[O:23])[CH:20]=4)[N:15]=[C:14]([NH:29][CH2:26][CH:27]=[CH2:28])[N:13]=3)[CH2:10][CH:5]3[CH2:6][CH:7]([CH2:9][CH:3]([CH2:4]3)[CH2:2]1)[CH2:8]2. The yield is 0.887. (5) The reactants are [Cl:1][CH2:2][C:3]([CH2:5]Cl)=O.[NH2:7][C:8]([NH2:10])=[S:9]. The catalyst is CC(C)=O. The product is [ClH:1].[Cl:1][CH2:2][C:3]1[N:7]=[C:8]([NH2:10])[S:9][CH:5]=1. The yield is 0.640. (6) The reactants are [C:1]([NH:4][CH2:5][CH2:6][C:7]1[CH:12]=[CH:11][CH:10]=[C:9]([NH2:13])[CH:8]=1)(=[O:3])[CH3:2].Cl[C:15]([O:17][CH2:18][CH3:19])=[O:16].O. The yield is 0.970. The catalyst is N1C=CC=CC=1. The product is [C:1]([NH:4][CH2:5][CH2:6][C:7]1[CH:12]=[CH:11][CH:10]=[C:9]([NH:13][C:15]([O:17][CH2:18][CH3:19])=[O:16])[CH:8]=1)(=[O:3])[CH3:2]. (7) The reactants are [Cl:1][C:2]1[C:7]([O:8][CH3:9])=[CH:6][C:5]([O:10][CH3:11])=[C:4]([Cl:12])[C:3]=1[C:13]1[C:24](=[O:25])[N:23]([CH2:26][CH2:27][NH:28][CH:29]2[CH2:32][N:31]([C:33]([O:35][C:36]([CH3:39])([CH3:38])[CH3:37])=[O:34])[CH2:30]2)[C:16]2[N:17]=[C:18]([S:21][CH3:22])[N:19]=[CH:20][C:15]=2[CH:14]=1.[C:40](O[C:40]([C:42]([F:45])([F:44])[F:43])=[O:41])([C:42]([F:45])([F:44])[F:43])=[O:41].O. The catalyst is C(Cl)Cl.CN(C1C=CN=CC=1)C. The product is [Cl:12][C:4]1[C:5]([O:10][CH3:11])=[CH:6][C:7]([O:8][CH3:9])=[C:2]([Cl:1])[C:3]=1[C:13]1[C:24](=[O:25])[N:23]([CH2:26][CH2:27][N:28]([CH:29]2[CH2:32][N:31]([C:33]([O:35][C:36]([CH3:39])([CH3:38])[CH3:37])=[O:34])[CH2:30]2)[C:40](=[O:41])[C:42]([F:45])([F:44])[F:43])[C:16]2[N:17]=[C:18]([S:21][CH3:22])[N:19]=[CH:20][C:15]=2[CH:14]=1. The yield is 0.800. (8) The reactants are [NH4+:1].[Cl-].C[Al](C)C.[Br:7][C:8]1[CH:13]=[C:12]([Cl:14])[CH:11]=[CH:10][C:9]=1[CH2:15][C:16]#[N:17].CO. The catalyst is C1(C)C=CC=CC=1.ClCCl. The product is [ClH:14].[Br:7][C:8]1[CH:13]=[C:12]([Cl:14])[CH:11]=[CH:10][C:9]=1[CH2:15][C:16]([NH2:1])=[NH:17]. The yield is 0.877.